From a dataset of Forward reaction prediction with 1.9M reactions from USPTO patents (1976-2016). Predict the product of the given reaction. (1) Given the reactants [NH:1]1[C:9]2[C:4](=[CH:5][CH:6]=[CH:7][CH:8]=2)[CH:3]=[CH:2]1.[C:10]1(C)[CH:15]=[CH:14][CH:13]=[CH:12][CH:11]=1.C([Mg]Cl)(C)(C)C.ClC1C=CC=CC=1, predict the reaction product. The product is: [C:10]1([C:2]2[NH:1][C:9]3[C:4]([CH:3]=2)=[CH:5][CH:6]=[CH:7][CH:8]=3)[CH:15]=[CH:14][CH:13]=[CH:12][CH:11]=1. (2) Given the reactants Cl[CH2:2][C:3]([NH:5][CH2:6][CH2:7][CH2:8][C:9]([NH:11][C:12]1[CH:13]=[C:14]2[C:19](=[CH:20][CH:21]=1)[N:18]=[CH:17][N:16]=[C:15]2[NH:22][C:23]1[CH:28]=[CH:27][C:26]([O:29][C:30]2[CH:31]=[N:32][C:33]([CH3:36])=[CH:34][CH:35]=2)=[C:25]([CH3:37])[CH:24]=1)=[O:10])=[O:4].[NH:38]1[CH2:43][CH2:42][O:41][CH2:40][CH2:39]1.C(=O)([O-])[O-].[K+].[K+], predict the reaction product. The product is: [CH3:37][C:25]1[CH:24]=[C:23]([NH:22][C:15]2[C:14]3[C:19](=[CH:20][CH:21]=[C:12]([NH:11][C:9](=[O:10])[CH2:8][CH2:7][CH2:6][NH:5][C:3](=[O:4])[CH2:2][N:38]4[CH2:43][CH2:42][O:41][CH2:40][CH2:39]4)[CH:13]=3)[N:18]=[CH:17][N:16]=2)[CH:28]=[CH:27][C:26]=1[O:29][C:30]1[CH:31]=[N:32][C:33]([CH3:36])=[CH:34][CH:35]=1. (3) Given the reactants N1C=CC=CC=1.C(O)(=O)C.[F:11][C@@H:12]1[C@H:16]([OH:17])[C@@H:15]([CH2:18][OH:19])[O:14][C@H:13]1[N:20]1[CH:27]=[CH:26][C:24](=[O:25])[NH:23][C:21]1=[O:22], predict the reaction product. The product is: [CH:26]1[C:24](=[O:25])[N:23]=[C:21]2[N:20]([C@@H:13]3[O:14][C@H:15]([CH2:18][OH:19])[C@@H:16]([OH:17])[C@@H:12]3[O:22]2)[CH:27]=1.[F:11][C@@H:12]1[C@H:16]([OH:17])[C@@H:15]([CH2:18][OH:19])[O:14][C@H:13]1[N:20]1[CH:27]=[CH:26][C:24](=[O:25])[NH:23][C:21]1=[O:22]. (4) Given the reactants [NH2:1][C:2]1[NH:6][N:5]=[C:4]([NH:7][C:8]2[CH:13]=[CH:12][C:11]([N:14]3[CH2:19][CH2:18][N:17]([C:20]4[N:25]=[CH:24][CH:23]=[CH:22][N:21]=4)[CH2:16][CH2:15]3)=[CH:10][CH:9]=2)[C:3]=1[C:26]([NH2:28])=[O:27].[CH3:29][C:30]1[CH:31]=[C:32]([CH:35]=[C:36]([CH3:39])[C:37]=1[OH:38])[CH:33]=O.[BH4-].[Na+].O, predict the reaction product. The product is: [OH:38][C:37]1[C:36]([CH3:39])=[CH:35][C:32]([CH2:33][NH:1][C:2]2[NH:6][N:5]=[C:4]([NH:7][C:8]3[CH:9]=[CH:10][C:11]([N:14]4[CH2:15][CH2:16][N:17]([C:20]5[N:21]=[CH:22][CH:23]=[CH:24][N:25]=5)[CH2:18][CH2:19]4)=[CH:12][CH:13]=3)[C:3]=2[C:26]([NH2:28])=[O:27])=[CH:31][C:30]=1[CH3:29]. (5) Given the reactants Br[C:2]1[S:3][C:4]([CH2:7]O)=[CH:5][N:6]=1.C(=O)([O-])[O-].[Cs+].[Cs+].[NH:15]1[C:23]2[C:18](=[CH:19][CH:20]=[CH:21][CH:22]=2)[C:17]2([C:27]3=[CH:28][C:29]4[O:33][CH2:32][O:31][C:30]=4[CH:34]=[C:26]3[O:25][CH2:24]2)[C:16]1=[O:35].S(Cl)([Cl:38])=O, predict the reaction product. The product is: [Cl:38][C:2]1[S:3][C:4]([CH2:7][N:15]2[C:23]3[C:18](=[CH:19][CH:20]=[CH:21][CH:22]=3)[C:17]3([C:27]4=[CH:28][C:29]5[O:33][CH2:32][O:31][C:30]=5[CH:34]=[C:26]4[O:25][CH2:24]3)[C:16]2=[O:35])=[CH:5][N:6]=1. (6) Given the reactants [F:1][C:2]1[CH:7]=[CH:6][CH:5]=[CH:4][C:3]=1[N:8]1[C:12]2=[N:13][C:14]([OH:18])=[C:15]([Br:17])[CH:16]=[C:11]2[N:10]=[N:9]1.[CH3:19][N:20]1[C:24]([CH2:25]Cl)=[N:23][CH:22]=[N:21]1.C(=O)([O-])[O-].[Cs+].[Cs+].O, predict the reaction product. The product is: [F:1][C:2]1[CH:7]=[CH:6][CH:5]=[CH:4][C:3]=1[N:8]1[C:12]2=[N:13][C:14]([O:18][CH2:25][C:24]3[N:20]([CH3:19])[N:21]=[CH:22][N:23]=3)=[C:15]([Br:17])[CH:16]=[C:11]2[N:10]=[N:9]1. (7) Given the reactants [Cr](Cl)([O-])(=O)=O.[NH+]1C=CC=CC=1.[CH3:12][O:13][C:14]1[C:23]2[C:18](=[CH:19][CH:20]=[CH:21][CH:22]=2)[C:17]([O:24][CH3:25])=[CH:16][C:15]=1[CH2:26][OH:27].[O-]S([O-])(=O)=O.[Mg+2], predict the reaction product. The product is: [CH3:12][O:13][C:14]1[C:23]2[C:18](=[CH:19][CH:20]=[CH:21][CH:22]=2)[C:17]([O:24][CH3:25])=[CH:16][C:15]=1[CH:26]=[O:27]. (8) Given the reactants C[Si](C)(C)[O-].[K+].[C:7]([C:9]1[CH:14]=[CH:13][C:12]([N:15]2[C:19]([C:20]([F:23])([F:22])[F:21])=[C:18]([C:24]([O:26]CC)=[O:25])[CH:17]=[N:16]2)=[CH:11][CH:10]=1)#[N:8], predict the reaction product. The product is: [C:7]([C:9]1[CH:14]=[CH:13][C:12]([N:15]2[C:19]([C:20]([F:21])([F:22])[F:23])=[C:18]([C:24]([OH:26])=[O:25])[CH:17]=[N:16]2)=[CH:11][CH:10]=1)#[N:8]. (9) Given the reactants [CH2:1]([O:19][C:20]1[CH:21]=[C:22]([CH2:45]O)[CH:23]=[C:24]([O:26][CH2:27][CH2:28][CH2:29][CH2:30][CH2:31][CH2:32][CH2:33][CH2:34]/[CH:35]=[CH:36]\[CH2:37]/[CH:38]=[CH:39]\[CH2:40][CH2:41][CH2:42][CH2:43][CH3:44])[CH:25]=1)[CH2:2][CH2:3][CH2:4][CH2:5][CH2:6][CH2:7][CH2:8]/[CH:9]=[CH:10]\[CH2:11]/[CH:12]=[CH:13]\[CH2:14][CH2:15][CH2:16][CH2:17][CH3:18].[C:47]1(=[O:57])[C:55]2[C:50](=[CH:51][CH:52]=[CH:53][CH:54]=2)[C:49](=[O:56])[NH:48]1.[C:58]1([P:64]([C:71]2[CH:76]=[CH:75][CH:74]=[CH:73][CH:72]=2)[C:65]2[CH:70]=[CH:69][CH:68]=[CH:67][CH:66]=2)[CH:63]=[CH:62][CH:61]=[CH:60][CH:59]=1.CC([O:80]C(/N=N/C(OC(C)C)=O)=O)C, predict the reaction product. The product is: [CH2:27]([O:26][C:24]1[CH:23]=[C:22]([CH:21]=[C:20]([O:19][CH2:1][CH2:2][CH2:3][CH2:4][CH2:5][CH2:6][CH2:7][CH2:8]/[CH:9]=[CH:10]\[CH2:11]/[CH:12]=[CH:13]\[CH2:14][CH2:15][CH2:16][CH2:17][CH3:18])[CH:25]=1)[CH2:45][N:48]1[C:49](=[O:56])[C:50]2[C:55](=[CH:54][CH:53]=[CH:52][CH:51]=2)[C:47]1=[O:57])[CH2:28][CH2:29][CH2:30][CH2:31][CH2:32][CH2:33][CH2:34]/[CH:35]=[CH:36]\[CH2:37]/[CH:38]=[CH:39]\[CH2:40][CH2:41][CH2:42][CH2:43][CH3:44].[C:71]1([P:64](=[O:80])([C:58]2[CH:59]=[CH:60][CH:61]=[CH:62][CH:63]=2)[C:65]2[CH:70]=[CH:69][CH:68]=[CH:67][CH:66]=2)[CH:72]=[CH:73][CH:74]=[CH:75][CH:76]=1. (10) Given the reactants [CH:1]1[CH:6]=[CH:5][C:4]([CH2:7][O:8][C:9](Cl)=[O:10])=[CH:3][CH:2]=1.[NH:12]1[CH2:17][CH2:16][CH:15]([CH2:18][C:19]([O:21][CH2:22][CH3:23])=[O:20])[CH2:14][CH2:13]1.C(=O)([O-])[O-].[Na+].[Na+], predict the reaction product. The product is: [CH2:22]([O:21][C:19](=[O:20])[CH2:18][CH:15]1[CH2:16][CH2:17][N:12]([C:9]([O:8][CH2:7][C:4]2[CH:5]=[CH:6][CH:1]=[CH:2][CH:3]=2)=[O:10])[CH2:13][CH2:14]1)[CH3:23].